Regression. Given a peptide amino acid sequence and an MHC pseudo amino acid sequence, predict their binding affinity value. This is MHC class I binding data. From a dataset of Peptide-MHC class I binding affinity with 185,985 pairs from IEDB/IMGT. (1) The peptide sequence is IHDHGEQLF. The MHC is HLA-B07:02 with pseudo-sequence HLA-B07:02. The binding affinity (normalized) is 0.0847. (2) The peptide sequence is FMRERQLPQ. The MHC is HLA-B18:01 with pseudo-sequence HLA-B18:01. The binding affinity (normalized) is 0.213. (3) The peptide sequence is RIGTAATKR. The MHC is HLA-A33:01 with pseudo-sequence HLA-A33:01. The binding affinity (normalized) is 0.115. (4) The peptide sequence is TPGPGTRYPL. The MHC is HLA-A31:01 with pseudo-sequence HLA-A31:01. The binding affinity (normalized) is 0.0611.